This data is from Reaction yield outcomes from USPTO patents with 853,638 reactions. The task is: Predict the reaction yield, written as a fraction of the theoretical maximum amount of product (1.0 means a 100% yield; for example, 0.34 means a 34% yield). (1) The reactants are [CH3:1][C:2]1[C:7]([CH3:8])=[C:6]([O:9][CH2:10][CH:11]2[CH2:16][O:15][C:14]3([CH2:21][CH2:20][O:19][CH2:18][CH2:17]3)[O:13][CH2:12]2)[CH:5]=[CH:4][N+:3]=1[O-].C(OC(=O)C)(=[O:25])C.[OH-].[Na+]. The catalyst is CO. The product is [CH3:8][C:7]1[C:2]([CH2:1][OH:25])=[N:3][CH:4]=[CH:5][C:6]=1[O:9][CH2:10][CH:11]1[CH2:16][O:15][C:14]2([CH2:21][CH2:20][O:19][CH2:18][CH2:17]2)[O:13][CH2:12]1. The yield is 0.595. (2) The reactants are I[C:2]1[CH:10]=[CH:9][C:5]([C:6]([OH:8])=[O:7])=[CH:4][C:3]=1[CH3:11].C([O-])(=O)C.[K+].[CH3:17][C:18]1([CH3:34])[C:22]([CH3:24])([CH3:23])[O:21][B:20]([B:20]2[O:21][C:22]([CH3:24])([CH3:23])[C:18]([CH3:34])([CH3:17])[O:19]2)[O:19]1.O. The catalyst is CN(C=O)C.C([O-])(=O)C.[Pd+2].C([O-])(=O)C. The product is [CH3:11][C:3]1[CH:4]=[C:5]([CH:9]=[CH:10][C:2]=1[B:20]1[O:21][C:22]([CH3:24])([CH3:23])[C:18]([CH3:34])([CH3:17])[O:19]1)[C:6]([OH:8])=[O:7]. The yield is 0.880. (3) The reactants are F[C:2]1[CH:7]=[CH:6][C:5]([C:8]2[O:9][C:10]([C:13]3[C:14]([C:19]4[CH:24]=[CH:23][CH:22]=[CH:21][CH:20]=4)=[N:15][O:16][C:17]=3[CH3:18])=[N:11][N:12]=2)=[CH:4][CH:3]=1.[CH3:25][C:26]1[NH:27][CH:28]=[CH:29][N:30]=1. No catalyst specified. The product is [CH3:25][C:26]1[N:27]([C:2]2[CH:7]=[CH:6][C:5]([C:8]3[O:9][C:10]([C:13]4[C:14]([C:19]5[CH:24]=[CH:23][CH:22]=[CH:21][CH:20]=5)=[N:15][O:16][C:17]=4[CH3:18])=[N:11][N:12]=3)=[CH:4][CH:3]=2)[CH:28]=[CH:29][N:30]=1. The yield is 0.460. (4) The reactants are [S:1]1[C:5]([C:6]2[CH:7]=[C:8]3[C:13](=[C:14]([O:16]COCC[Si](C)(C)C)[CH:15]=2)[N:12]=[CH:11][N:10](COCC[Si](C)(C)C)[C:9]3=[O:33])=[CH:4][N:3]=[CH:2]1. The catalyst is O.C(O)=O. The product is [OH:16][C:14]1[CH:15]=[C:6]([C:5]2[S:1][CH:2]=[N:3][CH:4]=2)[CH:7]=[C:8]2[C:13]=1[N:12]=[CH:11][NH:10][C:9]2=[O:33]. The yield is 0.310. (5) The reactants are CC1(C)C(C)(C)OB([C:9]2[CH:10]=[CH:11][C:12]3[C:41]4[C:17](=[C:18]5[C:38](=[CH:39][CH:40]=4)[C:22]4[N:23]=[C:24]([C@@H:26]6[CH2:30][CH2:29][CH2:28][N:27]6[C:31]([O:33][C:34]([CH3:37])([CH3:36])[CH3:35])=[O:32])[NH:25][C:21]=4[CH:20]=[CH:19]5)[O:16][CH2:15][C:13]=3[CH:14]=2)O1.Br[C:44]1[NH:48][C:47]([C@@H:49]2[CH2:53][CH2:52][CH2:51][N:50]2[C:54](=[O:64])[C@@H:55]([NH:59][C:60](=[O:63])[O:61][CH3:62])[CH:56]([CH3:58])[CH3:57])=[N:46][CH:45]=1.C(=O)([O-])[O-].[K+].[K+].C(COC)OC. The catalyst is C1C=CC([P]([Pd]([P](C2C=CC=CC=2)(C2C=CC=CC=2)C2C=CC=CC=2)([P](C2C=CC=CC=2)(C2C=CC=CC=2)C2C=CC=CC=2)[P](C2C=CC=CC=2)(C2C=CC=CC=2)C2C=CC=CC=2)(C2C=CC=CC=2)C2C=CC=CC=2)=CC=1.C1C=CC(P(C2C=CC=CC=2)[C-]2C=CC=C2)=CC=1.C1C=CC(P(C2C=CC=CC=2)[C-]2C=CC=C2)=CC=1.Cl[Pd]Cl.[Fe+2].CN(C)C=O. The product is [CH3:62][O:61][C:60]([NH:59][C@H:55]([C:54]([N:50]1[CH2:51][CH2:52][CH2:53][C@@H:49]1[C:47]1[NH:48][C:44]([C:9]2[CH:10]=[CH:11][C:12]3[C:41]4[C:17](=[C:18]5[C:38](=[CH:39][CH:40]=4)[C:22]4[N:23]=[C:24]([C@@H:26]6[CH2:30][CH2:29][CH2:28][N:27]6[C:31]([O:33][C:34]([CH3:37])([CH3:36])[CH3:35])=[O:32])[NH:25][C:21]=4[CH:20]=[CH:19]5)[O:16][CH2:15][C:13]=3[CH:14]=2)=[CH:45][N:46]=1)=[O:64])[CH:56]([CH3:58])[CH3:57])=[O:63]. The yield is 0.460. (6) The reactants are [Cl:1][C:2]1[CH:8]=[CH:7][C:5]([OH:6])=[CH:4][C:3]=1[OH:9].[CH2:10]([CH:17](C(C)=O)[C:18](OCC)=[O:19])C1C=CC=CC=1. The catalyst is OS(O)(=O)=O. The product is [Cl:1][C:2]1[CH:8]=[C:7]2[C:5](=[CH:4][C:3]=1[OH:9])[O:6][C:18](=[O:19])[CH:17]=[CH:10]2. The yield is 0.687.